This data is from Forward reaction prediction with 1.9M reactions from USPTO patents (1976-2016). The task is: Predict the product of the given reaction. (1) Given the reactants [CH2:1]([C:4]1[CH:5]=[C:6]([CH:10]=[C:11]([O:17][CH3:18])[C:12]=1[O:13][CH2:14][CH:15]=[CH2:16])[C:7]([OH:9])=[O:8])C=C, predict the reaction product. The product is: [CH3:18][O:17][C:11]1[C:12]2[O:13][CH2:14][CH:15]=[CH:16][CH2:1][C:4]=2[CH:5]=[C:6]([C:7]([OH:9])=[O:8])[CH:10]=1. (2) Given the reactants [OH:1][C:2]1[CH:11]=[CH:10][C:5]([C:6]([O:8][CH3:9])=[O:7])=[CH:4][C:3]=1[O:12][CH3:13].C([O-])([O-])=O.[K+].[K+].[Br:20][CH2:21][CH2:22]Br, predict the reaction product. The product is: [Br:20][CH2:21][CH2:22][O:1][C:2]1[CH:11]=[CH:10][C:5]([C:6]([O:8][CH3:9])=[O:7])=[CH:4][C:3]=1[O:12][CH3:13]. (3) The product is: [Cl:32][C:29]1[S:28][C:27]([CH2:26][C:25]([NH:24][CH2:23][C@@H:22]([O:35][P:36]([OH:38])([OH:39])=[O:37])[CH2:21][O:20][C:14]2[CH:13]=[C:12]([C:9]3[CH:10]=[CH:11][C:6]([C:4]([OH:5])=[O:3])=[CH:7][CH:8]=3)[CH:17]=[CH:16][C:15]=2[C:18]#[N:19])([CH3:34])[CH3:33])=[CH:31][CH:30]=1. Given the reactants C([O:3][C:4]([C:6]1[CH:11]=[CH:10][C:9]([C:12]2[CH:17]=[CH:16][C:15]([C:18]#[N:19])=[C:14]([O:20][CH2:21][C@H:22]([O:35][P:36]([OH:39])([OH:38])=[O:37])[CH2:23][NH:24][C:25]([CH3:34])([CH3:33])[CH2:26][C:27]3[S:28][C:29]([Cl:32])=[CH:30][CH:31]=3)[CH:13]=2)=[CH:8][CH:7]=1)=[O:5])C, predict the reaction product. (4) Given the reactants [CH2:1]([O:3][C:4]([C:6]1[N:7]=[C:8]2[C:13]([C:14]([F:17])([F:16])[F:15])=[CH:12][C:11](Br)=[CH:10][N:9]2[C:19]=1[Cl:20])=[O:5])[CH3:2].[O:21]1[CH:25]=[CH:24][CH:23]=[C:22]1B(O)O, predict the reaction product. The product is: [CH2:1]([O:3][C:4]([C:6]1[N:7]=[C:8]2[C:13]([C:14]([F:17])([F:16])[F:15])=[CH:12][C:11]([C:22]3[O:21][CH:25]=[CH:24][CH:23]=3)=[CH:10][N:9]2[C:19]=1[Cl:20])=[O:5])[CH3:2]. (5) Given the reactants [Cl:1][C:2]1[N:7]=[C:6]([C:8]2[CH:9]=[C:10]([CH:13]=[CH:14][CH:15]=2)[CH:11]=O)[CH:5]=[CH:4][N:3]=1.[CH2:16]([O:23][C:24]([N:26]1[CH2:31][CH2:30][C@@H:29]([NH2:32])[C@@H:28]([CH3:33])[CH2:27]1)=[O:25])[C:17]1[CH:22]=[CH:21][CH:20]=[CH:19][CH:18]=1, predict the reaction product. The product is: [CH2:16]([O:23][C:24]([N:26]1[CH2:31][CH2:30][C@@H:29]([NH:32][CH2:11][C:10]2[CH:13]=[CH:14][CH:15]=[C:8]([C:6]3[CH:5]=[CH:4][N:3]=[C:2]([Cl:1])[N:7]=3)[CH:9]=2)[C@@H:28]([CH3:33])[CH2:27]1)=[O:25])[C:17]1[CH:22]=[CH:21][CH:20]=[CH:19][CH:18]=1. (6) Given the reactants [Br:1][C:2]1[CH:22]=[CH:21][C:5]([CH2:6][O:7][CH2:8][C:9]([F:20])([F:19])[CH2:10][O:11][Si](C(C)(C)C)(C)C)=[CH:4][CH:3]=1.CCCC[N+](CCCC)(CCCC)CCCC.[F-], predict the reaction product. The product is: [Br:1][C:2]1[CH:22]=[CH:21][C:5]([CH2:6][O:7][CH2:8][C:9]([F:19])([F:20])[CH2:10][OH:11])=[CH:4][CH:3]=1.